From a dataset of Forward reaction prediction with 1.9M reactions from USPTO patents (1976-2016). Predict the product of the given reaction. (1) Given the reactants [CH3:1][NH:2][CH2:3][CH2:4][O:5][C:6]1[CH:11]=[CH:10][CH:9]=[CH:8][C:7]=1[C:12]([F:15])([F:14])[F:13].[CH3:16]CN(CC)CC.[N:23]([C:26]1[CH:35]=[CH:34][CH:33]=[CH:32][C:27]=1[C:28]([O:30]C)=[O:29])=[C:24]=[O:25], predict the reaction product. The product is: [CH3:16][C:35]1[C:26]([NH:23][C:24]([N:2]([CH3:1])[CH2:3][CH2:4][O:5][C:6]2[CH:11]=[CH:10][CH:9]=[CH:8][C:7]=2[C:12]([F:13])([F:14])[F:15])=[O:25])=[C:27]([CH:32]=[CH:33][CH:34]=1)[C:28]([OH:30])=[O:29]. (2) Given the reactants [CH3:1][C:2]1[CH:11]=[CH:10][C:9]2[C:4](=[CH:5][CH:6]=[CH:7][C:8]=2[O:12][CH2:13][CH2:14][N:15]2[CH2:20][CH2:19][CH:18]([CH2:21][C:22]3[CH:23]=[C:24]([CH:28]=[CH:29][CH:30]=3)[C:25](O)=[O:26])[CH2:17][CH2:16]2)[N:3]=1.[NH2:31][C:32]1[CH:37]=[CH:36][CH:35]=[CH:34][CH:33]=1, predict the reaction product. The product is: [CH3:1][C:2]1[CH:11]=[CH:10][C:9]2[C:4](=[CH:5][CH:6]=[CH:7][C:8]=2[O:12][CH2:13][CH2:14][N:15]2[CH2:16][CH2:17][CH:18]([CH2:21][C:22]3[CH:23]=[C:24]([CH:28]=[CH:29][CH:30]=3)[C:25]([NH:31][C:32]3[CH:37]=[CH:36][CH:35]=[CH:34][CH:33]=3)=[O:26])[CH2:19][CH2:20]2)[N:3]=1.